This data is from Full USPTO retrosynthesis dataset with 1.9M reactions from patents (1976-2016). The task is: Predict the reactants needed to synthesize the given product. (1) Given the product [Br:22][C:23]1[CH:24]=[C:25]([C:29]2[C:33]3[CH:34]=[N:35][CH:36]=[CH:37][C:32]=3[N:31]([CH2:38][CH2:39][N:40]([CH3:41])[CH2:19][C@@H:17]([OH:18])[CH2:16][O:15][C:12]3[CH:11]=[CH:10][C:9]([C:6]4[C:5]5[CH:20]=[CH:21][C:2]([F:1])=[CH:3][C:4]=5[O:8][N:7]=4)=[CH:14][CH:13]=3)[N:30]=2)[CH:26]=[CH:27][CH:28]=1, predict the reactants needed to synthesize it. The reactants are: [F:1][C:2]1[CH:21]=[CH:20][C:5]2[C:6]([C:9]3[CH:14]=[CH:13][C:12]([O:15][CH2:16][C@H:17]4[CH2:19][O:18]4)=[CH:11][CH:10]=3)=[N:7][O:8][C:4]=2[CH:3]=1.[Br:22][C:23]1[CH:24]=[C:25]([C:29]2[C:33]3[CH:34]=[N:35][CH:36]=[CH:37][C:32]=3[N:31]([CH2:38][CH2:39][NH:40][CH3:41])[N:30]=2)[CH:26]=[CH:27][CH:28]=1. (2) Given the product [CH3:35][O:34][C:23](=[O:33])[CH2:24][CH2:25][CH2:26][CH2:27][CH2:28][CH2:29][C:30]([NH:1][C:2]1[CH:7]=[CH:6][C:5]([CH:8]([C:9]([O:11][C:12]([CH3:15])([CH3:13])[CH3:14])=[O:10])[C:16]([O:18][C:19]([CH3:22])([CH3:21])[CH3:20])=[O:17])=[CH:4][CH:3]=1)=[O:31], predict the reactants needed to synthesize it. The reactants are: [NH2:1][C:2]1[CH:7]=[CH:6][C:5]([CH:8]([C:16]([O:18][C:19]([CH3:22])([CH3:21])[CH3:20])=[O:17])[C:9]([O:11][C:12]([CH3:15])([CH3:14])[CH3:13])=[O:10])=[CH:4][CH:3]=1.[C:23]([O:34][CH3:35])(=[O:33])[CH2:24][CH2:25][CH2:26][CH2:27][CH2:28][CH2:29][C:30]([O-])=[O:31].C(N=C=NCCCN(C)C)C. (3) Given the product [CH3:2][O:4][C:5](=[O:11])[N:22]([CH2:23][CH2:24][C:25]1[CH:26]=[C:27]2[C:31](=[CH:32][C:33]=1[NH2:34])[N:30]([C:35]([C:36]1[CH:37]=[CH:38][CH:39]=[CH:40][CH:41]=1)([C:48]1[CH:53]=[CH:52][CH:51]=[CH:50][CH:49]=1)[C:42]1[CH:47]=[CH:46][CH:45]=[CH:44][CH:43]=1)[N:29]=[C:28]2[C:54]1[CH:59]=[CH:58][N:57]=[C:56]([CH3:60])[CH:55]=1)[C@@H:20]([C:17]1[CH:18]=[CH:19][C:14]([F:13])=[CH:15][CH:16]=1)[CH3:21], predict the reactants needed to synthesize it. The reactants are: Cl[C:2](Cl)([O:4][C:5](=[O:11])OC(Cl)(Cl)Cl)Cl.[F:13][C:14]1[CH:19]=[CH:18][C:17]([C@H:20]([NH:22][CH2:23][CH2:24][C:25]2[CH:26]=[C:27]3[C:31](=[CH:32][C:33]=2[NH2:34])[N:30]([C:35]([C:48]2[CH:53]=[CH:52][CH:51]=[CH:50][CH:49]=2)([C:42]2[CH:47]=[CH:46][CH:45]=[CH:44][CH:43]=2)[C:36]2[CH:41]=[CH:40][CH:39]=[CH:38][CH:37]=2)[N:29]=[C:28]3[C:54]2[CH:59]=[CH:58][N:57]=[C:56]([CH3:60])[CH:55]=2)[CH3:21])=[CH:16][CH:15]=1. (4) Given the product [ClH:17].[Br:15][C:13]1[CH:12]=[CH:11][C:7]([C:8]([OH:10])=[O:9])=[C:6]([NH:5][NH2:1])[CH:14]=1, predict the reactants needed to synthesize it. The reactants are: [N:1]([O-])=O.[Na+].[NH2:5][C:6]1[CH:14]=[C:13]([Br:15])[CH:12]=[CH:11][C:7]=1[C:8]([OH:10])=[O:9].[Sn](Cl)[Cl:17]. (5) Given the product [CH2:27]([O:26][C:15]1[CH:16]=[CH:17][C:18]2[C:19]3[N:20]([CH2:21][C:22]([CH3:24])([OH:25])[CH3:23])[C:7]([CH2:6][OH:5])=[N:9][C:10]=3[CH:11]=[N:12][C:13]=2[CH:14]=1)[C:28]1[CH:33]=[CH:32][CH:31]=[CH:30][CH:29]=1, predict the reactants needed to synthesize it. The reactants are: Cl.C([O:5][CH2:6][C:7]([NH:9][C:10]1[CH:11]=[N:12][C:13]2[C:18]([C:19]=1[NH:20][CH2:21][C:22]([OH:25])([CH3:24])[CH3:23])=[CH:17][CH:16]=[C:15]([O:26][CH2:27][C:28]1[CH:33]=[CH:32][CH:31]=[CH:30][CH:29]=1)[CH:14]=2)=O)(=O)C.[OH-].[Na+].